The task is: Predict the reactants needed to synthesize the given product.. This data is from Full USPTO retrosynthesis dataset with 1.9M reactions from patents (1976-2016). (1) Given the product [F:1][C:2]1[CH:3]=[CH:4][C:5]([O:26][CH3:27])=[C:6]2[C:11]=1[O:10][CH2:9][C@@H:8]([N:12]([CH2:13][CH2:14][CH2:15][C:16]1[C:24]3[C:19](=[CH:20][CH:21]=[C:22]([F:25])[CH:23]=3)[NH:18][CH:17]=1)[CH2:28][CH2:29][CH3:30])[CH2:7]2, predict the reactants needed to synthesize it. The reactants are: [F:1][C:2]1[CH:3]=[CH:4][C:5]([O:26][CH3:27])=[C:6]2[C:11]=1[O:10][CH2:9][C@@H:8]([NH:12][CH2:13][CH2:14][CH2:15][C:16]1[C:24]3[C:19](=[CH:20][CH:21]=[C:22]([F:25])[CH:23]=3)[NH:18][CH:17]=1)[CH2:7]2.[CH:28](=O)[CH2:29][CH3:30].C(O)(=O)C.C([BH3-])#N.[Na+]. (2) Given the product [Cl:18][C:17]1[C:3]2[C:2]([N:19]3[CH2:24][CH2:23][CH2:22][CH:21]([NH:25][C:26](=[O:32])[O:27][C:28]([CH3:30])([CH3:29])[CH3:31])[CH2:20]3)=[N:7][C:6]([NH:8][C:9]3[CH:10]=[N:11][N:12]([CH3:14])[CH:13]=3)=[N:5][C:4]=2[NH:15][CH:16]=1, predict the reactants needed to synthesize it. The reactants are: Cl[C:2]1[C:3]2[C:17]([Cl:18])=[CH:16][NH:15][C:4]=2[N:5]=[C:6]([NH:8][C:9]2[CH:10]=[N:11][N:12]([CH3:14])[CH:13]=2)[N:7]=1.[NH:19]1[CH2:24][CH2:23][CH2:22][C@@H:21]([NH:25][C:26](=[O:32])[O:27][C:28]([CH3:31])([CH3:30])[CH3:29])[CH2:20]1.CCN(C(C)C)C(C)C.O.